From a dataset of Peptide-MHC class I binding affinity with 185,985 pairs from IEDB/IMGT. Regression. Given a peptide amino acid sequence and an MHC pseudo amino acid sequence, predict their binding affinity value. This is MHC class I binding data. (1) The peptide sequence is MRNTIMASK. The MHC is HLA-B15:01 with pseudo-sequence HLA-B15:01. The binding affinity (normalized) is 0.0847. (2) The peptide sequence is LARQHIAAL. The MHC is HLA-B07:02 with pseudo-sequence HLA-B07:02. The binding affinity (normalized) is 0.836. (3) The peptide sequence is NYPYLFEEH. The MHC is HLA-A23:01 with pseudo-sequence HLA-A23:01. The binding affinity (normalized) is 0.0520. (4) The peptide sequence is WTEHRQVRY. The MHC is HLA-B46:01 with pseudo-sequence HLA-B46:01. The binding affinity (normalized) is 0.0847. (5) The peptide sequence is HMYISKKAK. The MHC is HLA-A33:01 with pseudo-sequence HLA-A33:01. The binding affinity (normalized) is 0.249. (6) The peptide sequence is YRIMTRGLL. The MHC is HLA-A02:16 with pseudo-sequence HLA-A02:16. The binding affinity (normalized) is 0.0847. (7) The peptide sequence is KLSMGLIAIA. The binding affinity (normalized) is 0.710. The MHC is HLA-A02:03 with pseudo-sequence HLA-A02:03. (8) The peptide sequence is VMAPLGPIL. The MHC is HLA-E01:03 with pseudo-sequence HLA-E01:03. The binding affinity (normalized) is 0.382.